Dataset: Forward reaction prediction with 1.9M reactions from USPTO patents (1976-2016). Task: Predict the product of the given reaction. Given the reactants Cl[C:2]1[N:7]=[CH:6][N:5]=[C:4]([NH2:8])[C:3]=1[CH:9]([CH3:11])[CH3:10].[N:12]1([CH2:16][CH2:17][N:18]2[CH:22]=[C:21]([C:23]3[CH:28]=[CH:27][C:26]([F:29])=[C:25]([CH3:30])[CH:24]=3)[N:20]=[C:19]2[CH:31]2[CH2:36][CH2:35][NH:34][CH2:33][C:32]2([F:38])[F:37])[CH2:15][CH2:14][CH2:13]1.N1CCCN2CCCCCC=12, predict the reaction product. The product is: [N:12]1([CH2:16][CH2:17][N:18]2[CH:22]=[C:21]([C:23]3[CH:28]=[CH:27][C:26]([F:29])=[C:25]([CH3:30])[CH:24]=3)[N:20]=[C:19]2[CH:31]2[CH2:36][CH2:35][N:34]([C:2]3[N:7]=[CH:6][N:5]=[C:4]([NH2:8])[C:3]=3[CH:9]([CH3:11])[CH3:10])[CH2:33][C:32]2([F:37])[F:38])[CH2:15][CH2:14][CH2:13]1.